From a dataset of TCR-epitope binding with 47,182 pairs between 192 epitopes and 23,139 TCRs. Binary Classification. Given a T-cell receptor sequence (or CDR3 region) and an epitope sequence, predict whether binding occurs between them. (1) The epitope is RIFTIGTVTLK. The TCR CDR3 sequence is CASGGRNQETQYF. Result: 0 (the TCR does not bind to the epitope). (2) The epitope is NLDSKVGGNY. The TCR CDR3 sequence is CASSQDRGAYEQYF. Result: 0 (the TCR does not bind to the epitope). (3) The epitope is LLLGIGILV. The TCR CDR3 sequence is CASTQSWQGQETQYF. Result: 1 (the TCR binds to the epitope). (4) The epitope is TPRVTGGGAM. The TCR CDR3 sequence is CASSSSFTSVTANYGYTF. Result: 0 (the TCR does not bind to the epitope). (5) The epitope is FLYALALLL. The TCR CDR3 sequence is CASSYQGGGKGGYTF. Result: 1 (the TCR binds to the epitope). (6) The epitope is GTITSGWTF. The TCR CDR3 sequence is CSVPGQVLETQYF. Result: 0 (the TCR does not bind to the epitope). (7) The epitope is RPRGEVRFL. The TCR CDR3 sequence is CASRPGLAGAGGIVSEETQYF. Result: 0 (the TCR does not bind to the epitope). (8) The TCR CDR3 sequence is CTISEWGGETQYF. Result: 1 (the TCR binds to the epitope). The epitope is ILKEPVHGV. (9) The epitope is VLWAHGFEL. The TCR CDR3 sequence is CASSSLQGDGQKYTEAFF. Result: 1 (the TCR binds to the epitope).